From a dataset of Forward reaction prediction with 1.9M reactions from USPTO patents (1976-2016). Predict the product of the given reaction. The product is: [NH2:49][CH2:48][C:27]1[N:26]=[C:25]2[C:30]([N:31]=[CH:32][N:24]2[C@@H:13]2[O:12][C@H:11]([C:50]([NH:52][CH2:53][CH3:54])=[O:51])[C@@H:10]([OH:9])[C@H:14]2[OH:15])=[C:29]([NH:33][CH2:34][CH:35]([C:36]2[CH:41]=[CH:40][CH:39]=[CH:38][CH:37]=2)[C:42]2[CH:43]=[CH:44][CH:45]=[CH:46][CH:47]=2)[N:28]=1. Given the reactants C([O:9][C@H:10]1[C@@H:14]([O:15]C(=O)C2C=CC=CC=2)[C@H:13]([N:24]2[CH:32]=[N:31][C:30]3[C:25]2=[N:26][C:27]([C:48]#[N:49])=[N:28][C:29]=3[NH:33][CH2:34][CH:35]([C:42]2[CH:47]=[CH:46][CH:45]=[CH:44][CH:43]=2)[C:36]2[CH:41]=[CH:40][CH:39]=[CH:38][CH:37]=2)[O:12][C@@H:11]1[C:50]([NH:52][CH2:53][CH3:54])=[O:51])(=O)C1C=CC=CC=1.N, predict the reaction product.